This data is from Catalyst prediction with 721,799 reactions and 888 catalyst types from USPTO. The task is: Predict which catalyst facilitates the given reaction. (1) Reactant: [CH2:1]([O:8][C:9](=[O:28])[NH:10][CH2:11][C@H:12]1[CH2:17][CH2:16][C@H:15]([C:18]2[N:22]3[CH:23]=[CH:24][N:25]=[C:26](Cl)[C:21]3=[CH:20][N:19]=2)[CH2:14][CH2:13]1)[C:2]1[CH:7]=[CH:6][CH:5]=[CH:4][CH:3]=1.[C:29](=O)([O-])[O-].[K+].[K+].CB1OB(C)OB(C)O1. Product: [CH2:1]([O:8][C:9](=[O:28])[NH:10][CH2:11][C@H:12]1[CH2:17][CH2:16][C@H:15]([C:18]2[N:22]3[CH:23]=[CH:24][N:25]=[C:26]([CH3:29])[C:21]3=[CH:20][N:19]=2)[CH2:14][CH2:13]1)[C:2]1[CH:7]=[CH:6][CH:5]=[CH:4][CH:3]=1. The catalyst class is: 75. (2) Reactant: C1(=O)[N:5]([CH2:6][CH2:7][CH2:8][O:9][C:10]2[CH:11]=[CH:12][C:13]3[CH2:14][C@H:15]4[N:27]([CH3:28])[CH2:26][CH2:25][C@:21]56[C:22]=3[C:23]=2[O:24][C@H:20]5[C@@H:19]([OH:29])[CH:18]=[CH:17][C@@H:16]46)C(=O)C2=CC=CC=C12.CN.C(Cl)(Cl)Cl. Product: [NH2:5][CH2:6][CH2:7][CH2:8][O:9][C:10]1[CH:11]=[CH:12][C:13]2[CH2:14][C@H:15]3[N:27]([CH3:28])[CH2:26][CH2:25][C@:21]45[C:22]=2[C:23]=1[O:24][C@H:20]4[C@@H:19]([OH:29])[CH:18]=[CH:17][C@@H:16]35. The catalyst class is: 6. (3) Reactant: I[C:2]1[CH:11]=[CH:10][C:5]([C:6]([O:8][CH3:9])=[O:7])=[CH:4][CH:3]=1.[N:12]1([C:19]([O:21][C:22]([CH3:25])([CH3:24])[CH3:23])=[O:20])[CH2:18][CH2:17][CH2:16][NH:15][CH2:14][CH2:13]1.C(=O)([O-])[O-].[Cs+].[Cs+].C(C1CCCCC1=O)(=O)C. Product: [CH3:9][O:8][C:6]([C:5]1[CH:10]=[CH:11][C:2]([N:15]2[CH2:16][CH2:17][CH2:18][N:12]([C:19]([O:21][C:22]([CH3:25])([CH3:24])[CH3:23])=[O:20])[CH2:13][CH2:14]2)=[CH:3][CH:4]=1)=[O:7]. The catalyst class is: 870. (4) Reactant: FC(F)(F)C(O)=O.[CH3:8][C:9]1([CH3:49])[C:17]2[C:12](=[CH:13][CH:14]=[C:15]([C:18]3[CH:23]=[CH:22][C:21]([C:24]([F:27])([F:26])[F:25])=[CH:20][CH:19]=3)[CH:16]=2)[N:11]([C:28](=[O:48])[CH2:29][C:30]2[CH:44]=[CH:43][C:33]([O:34][CH2:35][C:36]([O:38]C(C)(C)C)=[O:37])=[C:32]([O:45][CH2:46][CH3:47])[CH:31]=2)[CH2:10]1. Product: [CH3:49][C:9]1([CH3:8])[C:17]2[C:12](=[CH:13][CH:14]=[C:15]([C:18]3[CH:19]=[CH:20][C:21]([C:24]([F:26])([F:25])[F:27])=[CH:22][CH:23]=3)[CH:16]=2)[N:11]([C:28](=[O:48])[CH2:29][C:30]2[CH:44]=[CH:43][C:33]([O:34][CH2:35][C:36]([OH:38])=[O:37])=[C:32]([O:45][CH2:46][CH3:47])[CH:31]=2)[CH2:10]1. The catalyst class is: 4. (5) Reactant: C(OC(=O)[N:7]([S:13]([C:16]1[CH:21]=[CH:20][C:19](F)=[C:18]([F:23])[CH:17]=1)(=[O:15])=[O:14])[C:8]1[S:9][CH:10]=[CH:11][N:12]=1)(C)(C)C.C([Li])CCC.[C:30]1([C:36]2[N:43]=[CH:42][CH:41]=[CH:40][C:37]=2[CH:38]=[O:39])[CH:35]=[CH:34][CH:33]=[CH:32][CH:31]=1.Cl. Product: [F:23][C:18]1[CH:17]=[C:16]([S:13]([NH:7][C:8]2[S:9][CH:10]=[CH:11][N:12]=2)(=[O:14])=[O:15])[CH:21]=[CH:20][C:19]=1[CH:38]([OH:39])[C:37]1[C:36]([C:30]2[CH:31]=[CH:32][CH:33]=[CH:34][CH:35]=2)=[N:43][CH:42]=[CH:41][CH:40]=1. The catalyst class is: 253. (6) Reactant: Br[CH2:2][C:3]([C:5]1[CH:10]=[CH:9][C:8]([C:11]#[C:12][CH:13]2[CH2:15][CH2:14]2)=[CH:7][C:6]=1[Cl:16])=[O:4].[NH:17]1[CH:21]=[CH:20][N:19]=[CH:18]1. Product: [Cl:16][C:6]1[CH:7]=[C:8]([C:11]#[C:12][CH:13]2[CH2:15][CH2:14]2)[CH:9]=[CH:10][C:5]=1[C:3](=[O:4])[CH2:2][N:17]1[CH:21]=[CH:20][N:19]=[CH:18]1. The catalyst class is: 35.